Dataset: Full USPTO retrosynthesis dataset with 1.9M reactions from patents (1976-2016). Task: Predict the reactants needed to synthesize the given product. (1) The reactants are: [O:1]1[C:5]2[CH:6]=[CH:7][C:8]([C:10]3([C:13]([NH:15][C:16]4[S:17][C:18]([C@H:21]([C:29]5[CH:34]=[CH:33][C:32]([F:35])=[CH:31][C:30]=5[Cl:36])[NH:22][S@@](C(C)(C)C)=O)=[CH:19][N:20]=4)=[O:14])[CH2:12][CH2:11]3)=[CH:9][C:4]=2[O:3][CH2:2]1.Cl.O1CCOCC1. Given the product [NH2:22][C@@H:21]([C:29]1[CH:34]=[CH:33][C:32]([F:35])=[CH:31][C:30]=1[Cl:36])[C:18]1[S:17][C:16]([NH:15][C:13]([C:10]2([C:8]3[CH:7]=[CH:6][C:5]4[O:1][CH2:2][O:3][C:4]=4[CH:9]=3)[CH2:11][CH2:12]2)=[O:14])=[N:20][CH:19]=1, predict the reactants needed to synthesize it. (2) Given the product [C:19]([O:18][C:17]([NH:16][CH2:15][C:14]1[CH:24]=[C:25]([C:2]2[N:7]=[C:6]([C:8]([OH:10])=[O:9])[CH:5]=[CH:4][CH:3]=2)[CH:26]=[C:12]([F:11])[CH:13]=1)=[O:23])([CH3:22])([CH3:20])[CH3:21], predict the reactants needed to synthesize it. The reactants are: Cl[C:2]1[N:7]=[C:6]([C:8]([OH:10])=[O:9])[CH:5]=[CH:4][CH:3]=1.[F:11][C:12]1[CH:13]=[C:14]([CH:24]=[C:25](B2OC(C)(C)C(C)(C)O2)[CH:26]=1)[CH2:15][NH:16][C:17](=[O:23])[O:18][C:19]([CH3:22])([CH3:21])[CH3:20].[O-]P([O-])([O-])=O.[K+].[K+].[K+].C(Cl)Cl. (3) Given the product [CH:1]1([C:4]2[NH:8][C:7]3[CH:16]=[C:17]([C:27]4[C:28]([CH3:33])=[N:29][O:30][C:31]=4[CH3:32])[CH:18]=[C:19]([C:20]([CH:22]4[CH2:26][CH2:25][CH2:24][O:23]4)([OH:21])[CH:34]([CH3:36])[CH3:35])[C:6]=3[N:5]=2)[CH2:3][CH2:2]1, predict the reactants needed to synthesize it. The reactants are: [CH:1]1([C:4]2[N:8](C(OC(C)(C)C)=O)[C:7]3[CH:16]=[C:17]([C:27]4[C:28]([CH3:33])=[N:29][O:30][C:31]=4[CH3:32])[CH:18]=[C:19]([C:20]([CH:22]4[CH2:26][CH2:25][CH2:24][O:23]4)=[O:21])[C:6]=3[N:5]=2)[CH2:3][CH2:2]1.[CH:34]([Mg]Cl)([CH3:36])[CH3:35].CCOC(C)=O. (4) The reactants are: Br[C:2]1[CH:3]=[N:4][CH:5]=[C:6]2[C:11]=1[N:10]=[C:9]([C:12]([NH2:14])=[O:13])[CH:8]=[CH:7]2.[CH3:15][C:16]1[CH:21]=[C:20](B(O)O)[CH:19]=[CH:18][N:17]=1.C(=O)([O-])[O-].[Cs+].[Cs+]. Given the product [CH3:15][C:16]1[CH:21]=[C:20]([C:2]2[CH:3]=[N:4][CH:5]=[C:6]3[C:11]=2[N:10]=[C:9]([C:12]([NH2:14])=[O:13])[CH:8]=[CH:7]3)[CH:19]=[CH:18][N:17]=1, predict the reactants needed to synthesize it. (5) Given the product [CH3:28][N:26]1[CH:27]=[C:23]([C:9]2[CH:8]=[CH:7][C:5]([NH2:6])=[C:4]([N+:1]([O-:3])=[O:2])[CH:10]=2)[N:24]=[CH:25]1, predict the reactants needed to synthesize it. The reactants are: [N+:1]([C:4]1[CH:10]=[C:9](B2OC(C)(C)C(C)(C)O2)[CH:8]=[CH:7][C:5]=1[NH2:6])([O-:3])=[O:2].N#N.Br[C:23]1[N:24]=[CH:25][N:26]([CH3:28])[CH:27]=1.C(=O)([O-])[O-].[Na+].[Na+].